Task: Predict the reactants needed to synthesize the given product.. Dataset: Full USPTO retrosynthesis dataset with 1.9M reactions from patents (1976-2016) The reactants are: C([O:3][C:4](=O)[C@@:5]([OH:33])([CH3:32])[CH2:6][N:7]([CH2:17][C:18]1[CH:23]=[CH:22][C:21]([C:24]2[CH:29]=[C:28]([Cl:30])[CH:27]=[CH:26][C:25]=2[F:31])=[CH:20][CH:19]=1)[NH:8][C:9]([C:11]1[O:15][N:14]=[C:13]([OH:16])[CH:12]=1)=[O:10])C.[CH2:35]([OH:39])[CH:36]([CH3:38])[CH3:37].Cl.O1CCOCC1. Given the product [CH2:35]([O:39][C:4](=[O:3])[C@@:5]([OH:33])([CH3:32])[CH2:6][N:7]([CH2:17][C:18]1[CH:19]=[CH:20][C:21]([C:24]2[CH:29]=[C:28]([Cl:30])[CH:27]=[CH:26][C:25]=2[F:31])=[CH:22][CH:23]=1)[NH:8][C:9]([C:11]1[O:15][N:14]=[C:13]([OH:16])[CH:12]=1)=[O:10])[CH:36]([CH3:38])[CH3:37], predict the reactants needed to synthesize it.